This data is from Forward reaction prediction with 1.9M reactions from USPTO patents (1976-2016). The task is: Predict the product of the given reaction. (1) Given the reactants [Br:1][C:2]1[CH:3]=[C:4]([CH:15]=[C:16]([Cl:18])[CH:17]=1)[O:5][C:6]1[C:11]([Cl:12])=[CH:10][CH:9]=[C:8]([NH2:13])[C:7]=1[NH2:14].[N:19]([O-])=O.[Na+], predict the reaction product. The product is: [Br:1][C:2]1[CH:3]=[C:4]([CH:15]=[C:16]([Cl:18])[CH:17]=1)[O:5][C:6]1[C:7]2[N:14]=[N:19][NH:13][C:8]=2[CH:9]=[CH:10][C:11]=1[Cl:12]. (2) Given the reactants [CH:1]1([C:5]2[CH:36]=[CH:35][C:34]([CH2:37][O:38][CH3:39])=[CH:33][C:6]=2[CH2:7][NH:8][C:9]([NH:11][C:12]2[N:16]([C:17]3[CH:22]=[CH:21][CH:20]=[CH:19][CH:18]=3)[N:15]=[C:14]([O:23][CH2:24][C@H:25]3[CH2:29][O:28]C(C)(C)[O:26]3)[C:13]=2[CH3:32])=[O:10])[CH2:4][CH2:3][CH2:2]1.Cl, predict the reaction product. The product is: [CH:1]1([C:5]2[CH:36]=[CH:35][C:34]([CH2:37][O:38][CH3:39])=[CH:33][C:6]=2[CH2:7][NH:8][C:9]([NH:11][C:12]2[N:16]([C:17]3[CH:22]=[CH:21][CH:20]=[CH:19][CH:18]=3)[N:15]=[C:14]([O:23][CH2:24][C@H:25]([OH:26])[CH2:29][OH:28])[C:13]=2[CH3:32])=[O:10])[CH2:2][CH2:3][CH2:4]1. (3) Given the reactants [CH3:1][O:2][C@@H:3]([CH2:7][C:8]1[CH:13]=[CH:12][CH:11]=[CH:10][CH:9]=1)[C:4]([OH:6])=[O:5].Br[CH2:15][C:16]#[N:17].C(N(CC)CC)C, predict the reaction product. The product is: [CH3:1][O:2][C@@H:3]([CH2:7][C:8]1[CH:13]=[CH:12][CH:11]=[CH:10][CH:9]=1)[C:4]([O:6][CH2:15][C:16]#[N:17])=[O:5]. (4) Given the reactants Cl[C:2]1[C:21]([C:22]2[N:26](C3CCCCO3)[N:25]=[CH:24][CH:23]=2)=[CH:20][C:5]([C:6]([NH:8][C:9]2[CH:14]=[CH:13][C:12]([O:15][C:16]([Cl:19])([F:18])[F:17])=[CH:11][CH:10]=2)=[O:7])=[CH:4][N:3]=1.[CH3:33][C:34]1([OH:38])[CH2:37][NH:36][CH2:35]1, predict the reaction product. The product is: [Cl:19][C:16]([F:17])([F:18])[O:15][C:12]1[CH:11]=[CH:10][C:9]([NH:8][C:6](=[O:7])[C:5]2[CH:20]=[C:21]([C:22]3[NH:26][N:25]=[CH:24][CH:23]=3)[C:2]([N:36]3[CH2:37][C:34]([OH:38])([CH3:33])[CH2:35]3)=[N:3][CH:4]=2)=[CH:14][CH:13]=1. (5) Given the reactants [NH2:1][C:2]1[C:7]([N:8]=[N:9][C:10]2[CH:11]=[N:12][CH:13]=[CH:14][CH:15]=2)=[CH:6][CH:5]=[C:4]([NH2:16])[N:3]=1.[C:17]1(=[O:24])[O:23][C:21](=[O:22])[CH2:20][CH2:19][CH2:18]1, predict the reaction product. The product is: [NH2:1][C:2]1[N:3]=[C:4]([NH:16][C:17](=[O:24])[CH2:18][CH2:19][CH2:20][C:21]([OH:23])=[O:22])[CH:5]=[CH:6][C:7]=1[N:8]=[N:9][C:10]1[CH:11]=[N:12][CH:13]=[CH:14][CH:15]=1. (6) Given the reactants [Cl:1][C:2]1[CH:3]=[C:4]([OH:30])[CH:5]=[C:6]([Cl:29])[C:7]=1[C:8]1[N:9]=[C:10]2[CH:15]=[CH:14][CH:13]=[C:12](F)[N:11]2[C:17]=1[NH:18][C:19]1[CH:28]=[CH:27][C:22]2[O:23][CH2:24][CH2:25][O:26][C:21]=2[CH:20]=1.[F:31][CH2:32][CH2:33][OH:34], predict the reaction product. The product is: [Cl:1][C:2]1[CH:3]=[C:4]([OH:30])[CH:5]=[C:6]([Cl:29])[C:7]=1[C:8]1[N:9]=[C:10]2[CH:15]=[CH:14][CH:13]=[C:12]([O:34][CH2:33][CH2:32][F:31])[N:11]2[C:17]=1[NH:18][C:19]1[CH:28]=[CH:27][C:22]2[O:23][CH2:24][CH2:25][O:26][C:21]=2[CH:20]=1. (7) Given the reactants [H-].[Na+].[CH2:3]([C:10]1([CH3:28])[C:15](=[O:16])[N:14]([CH3:17])/[C:13](=[CH:18]\[C:19]2[C:20]([C:25]#[N:26])=[N:21][CH:22]=[CH:23][CH:24]=2)/[C:12](=[O:27])[NH:11]1)[C:4]1[CH:9]=[CH:8][CH:7]=[CH:6][CH:5]=1.[C:29](Cl)(=[O:31])[CH3:30].C(O)(=O)CC(CC(O)=O)(C(O)=O)O, predict the reaction product. The product is: [C:29]([N:11]1[C:10]([CH2:3][C:4]2[CH:9]=[CH:8][CH:7]=[CH:6][CH:5]=2)([CH3:28])[C:15](=[O:16])[N:14]([CH3:17])/[C:13](=[CH:18]\[C:19]2[C:20]([C:25]#[N:26])=[N:21][CH:22]=[CH:23][CH:24]=2)/[C:12]1=[O:27])(=[O:31])[CH3:30].